This data is from Reaction yield outcomes from USPTO patents with 853,638 reactions. The task is: Predict the reaction yield, written as a fraction of the theoretical maximum amount of product (1.0 means a 100% yield; for example, 0.34 means a 34% yield). (1) The reactants are [Cl:1][C:2]1[CH:7]=[C:6]([Cl:8])[CH:5]=[CH:4][C:3]=1[OH:9].[H-].[Na+].Br[CH2:13][CH2:14][Cl:15]. The catalyst is CN(C)C=O. The product is [Cl:1][C:2]1[CH:7]=[C:6]([Cl:8])[CH:5]=[CH:4][C:3]=1[O:9][CH2:13][CH2:14][Cl:15]. The yield is 0.730. (2) The reactants are [OH:1][C:2]1[CH:11]=[CH:10][C:5]([C:6]([O:8][CH3:9])=[O:7])=[CH:4][C:3]=1I.[CH3:13][N:14](C(ON1N=NC2C=CC=CC1=2)=[N+](C)C)C.F[P-](F)(F)(F)(F)F.C1C=CC2N(O)N=NC=2C=1.Cl.CNOC.CCN(C(C)C)C(C)C. The catalyst is CN(C=O)C. The product is [C:13]([C:3]1[CH:4]=[C:5]([CH:10]=[CH:11][C:2]=1[OH:1])[C:6]([O:8][CH3:9])=[O:7])#[N:14]. The yield is 0.780. (3) The reactants are Br.[NH2:2][CH2:3][CH2:4][CH2:5][CH2:6][C:7]1[CH:12]=[CH:11][C:10]([OH:13])=[CH:9][CH:8]=1.[C:14]1(=O)[O:19][C:17](=[O:18])[C:16]2=[CH:20][CH:21]=[CH:22][CH:23]=[C:15]12.C(N(CC)CC)C. The catalyst is C(Cl)(Cl)Cl. The product is [OH:13][C:10]1[CH:9]=[CH:8][C:7]([CH2:6][CH2:5][CH2:4][CH2:3][N:2]2[C:17](=[O:18])[C:16]3[C:15](=[CH:23][CH:22]=[CH:21][CH:20]=3)[C:14]2=[O:19])=[CH:12][CH:11]=1. The yield is 0.410. (4) The reactants are [CH2:1]([O:8][N:9]1[C:15](=[O:16])[N:14]2[CH2:17][C@H:10]1[CH2:11][CH2:12][C@H:13]2[C:18]([OH:20])=O)[C:2]1[CH:7]=[CH:6][CH:5]=[CH:4][CH:3]=1.[NH2:21][O:22][CH2:23][C@@H:24]([NH:26][C:27](=[O:33])[O:28][C:29]([CH3:32])([CH3:31])[CH3:30])[CH3:25]. No catalyst specified. The product is [CH2:1]([O:8][N:9]1[C:15](=[O:16])[N:14]2[CH2:17][C@H:10]1[CH2:11][CH2:12][C@H:13]2[C:18]([NH:21][O:22][CH2:23][C@@H:24]([NH:26][C:27](=[O:33])[O:28][C:29]([CH3:32])([CH3:31])[CH3:30])[CH3:25])=[O:20])[C:2]1[CH:3]=[CH:4][CH:5]=[CH:6][CH:7]=1. The yield is 0.870. (5) The reactants are [N:1]1([C:6]([C:8]2[CH:16]=[CH:15][C:11]([C:12]([OH:14])=O)=[CH:10][C:9]=2[CH3:17])=[O:7])[CH2:5][CH:4]=[CH:3][CH2:2]1.CN(C(ON1N=NC2C=CC=CC1=2)=[N+](C)C)C.[B-](F)(F)(F)F.C(N(C(C)C)CC)(C)C.[Cl:49][C:50]1[CH:63]=[CH:62][C:53]2[NH:54][C:55]([C@@H:57]([NH2:61])[CH2:58][CH2:59][CH3:60])=[N:56][C:52]=2[CH:51]=1.ClCl. The catalyst is O1CCCC1.ClCCl.C(O)C. The product is [Cl:49][C:50]1[CH:63]=[CH:62][C:53]2[NH:54][C:55]([C@@H:57]([NH:61][C:12](=[O:14])[C:11]3[CH:15]=[CH:16][C:8]([C:6]([N:1]4[CH2:2][CH:3]=[CH:4][CH2:5]4)=[O:7])=[C:9]([CH3:17])[CH:10]=3)[CH2:58][CH2:59][CH3:60])=[N:56][C:52]=2[CH:51]=1. The yield is 1.00. (6) The reactants are [H-].[H-].[H-].[H-].[Li+].[Al+3].C([O:10][CH2:11][CH2:12][C@@H:13]([S:18]C(=O)C)[CH2:14][CH2:15][CH2:16][CH3:17])(=O)C. The catalyst is CCOCC. The product is [SH:18][C@@H:13]([CH2:14][CH2:15][CH2:16][CH3:17])[CH2:12][CH2:11][OH:10]. The yield is 0.790.